This data is from Forward reaction prediction with 1.9M reactions from USPTO patents (1976-2016). The task is: Predict the product of the given reaction. (1) Given the reactants [CH2:1](I)I.[Cl:4][C:5]1[CH:15]=[CH:14][C:8](/[CH:9]=[CH:10]/[C:11]([OH:13])=[O:12])=[CH:7][CH:6]=1, predict the reaction product. The product is: [Cl:4][C:5]1[CH:6]=[CH:7][C:8]([C@@H:9]2[CH2:1][C@H:10]2[C:11]([OH:13])=[O:12])=[CH:14][CH:15]=1. (2) Given the reactants O=C1C2C=CC=CC=2C(=O)[N:3]1[CH2:12][CH2:13][CH2:14][S:15]([O:18][CH2:19][C:20]([CH3:33])([CH3:32])[C@@H:21]([O:24][CH2:25][C:26]1[CH:31]=[CH:30][CH:29]=[CH:28][CH:27]=1)[CH:22]=[CH2:23])(=[O:17])=[O:16].NN, predict the reaction product. The product is: [NH2:3][CH2:12][CH2:13][CH2:14][S:15]([O:18][CH2:19][C:20]([CH3:33])([CH3:32])[C@@H:21]([O:24][CH2:25][C:26]1[CH:27]=[CH:28][CH:29]=[CH:30][CH:31]=1)[CH:22]=[CH2:23])(=[O:16])=[O:17]. (3) Given the reactants C(OC(=O)[NH:7][C@@H:8]([CH2:17][C:18]1[CH:23]=[C:22]([F:24])[CH:21]=[C:20]([F:25])[CH:19]=1)[C@@H:9]([OH:16])[C@@H:10]([OH:15])[CH2:11][CH2:12][CH2:13][CH3:14])(C)(C)C.[ClH:27], predict the reaction product. The product is: [F:24][C:22]1[CH:23]=[C:18]([CH:19]=[C:20]([F:25])[CH:21]=1)[CH2:17][C@H:8]([NH2:7])[C@@H:9]([OH:16])[C@@H:10]([OH:15])[CH2:11][CH2:12][CH2:13][CH3:14].[ClH:27]. (4) Given the reactants [CH3:1][C:2]1([CH3:18])[CH2:16][C:15](=O)[C:5]2SC[C@@H:8]([C:10]([O:12][CH2:13][CH3:14])=[O:11])[NH:9][C:4]=2[CH2:3]1.C(Cl)(=O)C([Cl:22])=O, predict the reaction product. The product is: [Cl:22][C:15]1[CH:5]=[C:4]([NH:9][CH2:8][C:10]([O:12][CH2:13][CH3:14])=[O:11])[CH2:3][C:2]([CH3:18])([CH3:1])[CH:16]=1. (5) Given the reactants [Br:1][C:2]1[CH:7]=[CH:6][C:5]([OH:8])=[CH:4][CH:3]=1.Br[CH2:10][CH2:11][O:12][CH:13]1[CH2:18][CH2:17][CH2:16][CH2:15][O:14]1.C(=O)([O-])[O-].[K+].[K+], predict the reaction product. The product is: [Br:1][C:2]1[CH:7]=[CH:6][C:5]([O:8][CH2:10][CH2:11][O:12][CH:13]2[CH2:18][CH2:17][CH2:16][CH2:15][O:14]2)=[CH:4][CH:3]=1.